This data is from Experimentally validated miRNA-target interactions with 360,000+ pairs, plus equal number of negative samples. The task is: Binary Classification. Given a miRNA mature sequence and a target amino acid sequence, predict their likelihood of interaction. The miRNA is mmu-miR-324-3p with sequence CCACUGCCCCAGGUGCUGCU. The protein sequence of the target gene is MRLKIGFILRSLLVVGSFLGLVVLWSSLSSRPDDQSPLSRMREDRDVNNPLPNRGGNGLAPGDDRFKPVVPWPHVEGVEVDLESIRRKNKAKNEQERHAGGDSQRDVMQRQYLTFKPQTFTYRDPVLRPGVLGNFEPKEPEPHGVVGGPGEKAKPLVLGPEYKQAVQASIKEFGFNMVASDMISLDRSVNDLRQEECKYWHYDENLLTSSVVIVFHNEGWSTLMRTVHSVIKRTPRKYLAEIVLIDDFSNKEHLKEKLDEYIKLWNGLVKVFRNERREGLIQARSIGAQKAKLGQVLIYL.... Result: 1 (interaction).